Dataset: Catalyst prediction with 721,799 reactions and 888 catalyst types from USPTO. Task: Predict which catalyst facilitates the given reaction. (1) Reactant: [Cl:1][C:2]1[N:3]=[C:4]([N:19]2[CH2:24][CH2:23][O:22][CH2:21][CH2:20]2)[C:5]2[N:11]=[C:10]([CH2:12]P(=O)(OC)OC)[CH:9]=[CH:8][C:6]=2[N:7]=1.C([N-]C(C)C)(C)C.[Li+].O=[C:34]1[CH2:37][N:36]([C:38]([O:40][C:41]([CH3:44])([CH3:43])[CH3:42])=[O:39])[CH2:35]1. Product: [Cl:1][C:2]1[N:3]=[C:4]([N:19]2[CH2:20][CH2:21][O:22][CH2:23][CH2:24]2)[C:5]2[N:11]=[C:10]([CH:12]=[C:34]3[CH2:35][N:36]([C:38]([O:40][C:41]([CH3:44])([CH3:43])[CH3:42])=[O:39])[CH2:37]3)[CH:9]=[CH:8][C:6]=2[N:7]=1. The catalyst class is: 1. (2) Reactant: C([O-])([O-])=O.[Cs+].[Cs+].FC(F)(F)S(O[C:13]1[CH:21]=[C:20]([C:22]([N:24]2[CH2:29][CH2:28][C:27]3([CH2:38][C:37](=[O:39])[C:36]4[C:31](=[CH:32][CH:33]=[C:34]([C:40]5[CH:41]=[N:42][N:43]([CH3:45])[CH:44]=5)[CH:35]=4)[O:30]3)[CH2:26][CH2:25]2)=[O:23])[CH:19]=[C:18]2[C:14]=1[CH:15]=[CH:16][N:17]2[CH:46]1[CH2:48][CH2:47]1)(=O)=O.[NH:51]1[CH2:56][CH2:55][CH:54]([C:57]([O:59][CH2:60]C)=[O:58])[CH2:53][CH2:52]1.C1(C2C=CC=CC=2)C=CC=CC=1P(C(C)(C)C)C(C)(C)C. Product: [CH:46]1([N:17]2[C:18]3[C:14](=[C:13]([N:51]4[CH2:56][CH2:55][CH:54]([C:57]([O:59][CH3:60])=[O:58])[CH2:53][CH2:52]4)[CH:21]=[C:20]([C:22]([N:24]4[CH2:25][CH2:26][C:27]5([CH2:38][C:37](=[O:39])[C:36]6[C:31](=[CH:32][CH:33]=[C:34]([C:40]7[CH:41]=[N:42][N:43]([CH3:45])[CH:44]=7)[CH:35]=6)[O:30]5)[CH2:28][CH2:29]4)=[O:23])[CH:19]=3)[CH:15]=[CH:16]2)[CH2:47][CH2:48]1. The catalyst class is: 231. (3) Reactant: [CH3:1][O:2][C:3]1[C:12]2[C:7](=[CH:8][CH:9]=[CH:10][CH:11]=2)[C:6]([O:13][CH3:14])=[C:5]([CH3:15])[C:4]=1[CH2:16][CH:17]=[C:18]([CH3:21])[CH2:19][OH:20].C1C=CC(N=NC2C=CC(N)=NC=2N)=CC=1.Cl.[Cr](O[Cr]([O-])(=O)=O)([O-])(=O)=O. Product: [CH3:1][O:2][C:3]1[C:12]2[C:7](=[CH:8][CH:9]=[CH:10][CH:11]=2)[C:6]([O:13][CH3:14])=[C:5]([CH3:15])[C:4]=1[CH2:16][CH:17]=[C:18]([CH3:21])[CH:19]=[O:20]. The catalyst class is: 3. (4) Reactant: [Br:1][C:2]1[CH:7]=[CH:6][C:5]([F:8])=[C:4]([N+:9]([O-])=O)[CH:3]=1.[CH:12]([Mg]Br)=[CH2:13]. Product: [Br:1][C:2]1[CH:7]=[CH:6][C:5]([F:8])=[C:4]2[C:3]=1[CH:12]=[CH:13][NH:9]2. The catalyst class is: 1. (5) Product: [C:1]([NH:5][C:6]([C:8]1([CH:24]2[CH2:29][CH2:28][CH2:27][CH2:26][CH2:25]2)[CH2:9][CH2:10][NH:11][CH2:12][CH2:13]1)=[O:7])([CH3:4])([CH3:2])[CH3:3]. Reactant: [C:1]([NH:5][C:6]([C:8]1([CH:24]2[CH2:29][CH2:28][CH2:27][CH2:26][CH2:25]2)[CH2:13][CH2:12][N:11](C(OCC2C=CC=CC=2)=O)[CH2:10][CH2:9]1)=[O:7])([CH3:4])([CH3:3])[CH3:2].Br.C(O)(=O)C.C(OCC)C. The catalyst class is: 2. (6) Reactant: [CH3:1][O:2][C:3]1[CH:4]=[C:5]([CH:8]=[CH:9][C:10]=1[O:11][CH3:12])[CH2:6][NH2:7].[Cl:13][CH2:14][CH2:15][N:16]=[C:17]=[O:18]. Product: [CH3:1][O:2][C:3]1[CH:4]=[C:5]([CH2:6][NH:7][C:17]([NH:16][CH2:15][CH2:14][Cl:13])=[O:18])[CH:8]=[CH:9][C:10]=1[O:11][CH3:12]. The catalyst class is: 1.